Task: Predict the reactants needed to synthesize the given product.. Dataset: Full USPTO retrosynthesis dataset with 1.9M reactions from patents (1976-2016) (1) The reactants are: [F:1][C:2]1[CH:7]=CC=C[C:3]=1N1CCNCC1.[CH:14]([N:17]([CH:20]([CH3:22])[CH3:21])[CH2:18][CH3:19])([CH3:16])C.Cl.[N:24]1([C:29](=[NH:31])[NH2:30])C=CC=N1. Given the product [F:1][C:2]1[CH:3]=[CH:22][C:20]([N:17]2[CH2:18][CH2:19][N:30]([C:29](=[NH:24])[NH2:31])[CH2:16][CH2:14]2)=[CH:21][CH:7]=1, predict the reactants needed to synthesize it. (2) Given the product [CH3:27][C:24]1([CH3:26])[C:23]([CH3:28])([CH3:29])[O:22][B:21]([C:4]#[C:3][CH:2]([CH3:5])[CH3:1])[O:25]1, predict the reactants needed to synthesize it. The reactants are: [CH3:1][CH:2]([CH3:5])[C:3]#[CH:4].C([Li])CCC.CCCCCC.C(O[B:21]1[O:25][C:24]([CH3:27])([CH3:26])[C:23]([CH3:29])([CH3:28])[O:22]1)(C)C.Cl. (3) Given the product [N+:3]([C:6]1[CH:7]=[CH:8][C:9]([N:12]2[C:21]3[N:22]4[CH:28]=[C:27]([N:29]([CH3:38])[C:30](=[O:36])[CH2:31][CH2:32][CH2:33][CH2:34][CH3:35])[CH:26]=[CH:25][C:23]4=[N:24][C:20]=3[C:19]3[C:14](=[CH:15][CH:16]=[CH:17][CH:18]=3)[C:13]2=[O:37])=[CH:10][CH:11]=1)([O-:5])=[O:4], predict the reactants needed to synthesize it. The reactants are: [H-].[Na+].[N+:3]([C:6]1[CH:11]=[CH:10][C:9]([N:12]2[C:21]3[N:22]4[CH:28]=[C:27]([NH:29][C:30](=[O:36])[CH2:31][CH2:32][CH2:33][CH2:34][CH3:35])[CH:26]=[CH:25][C:23]4=[N:24][C:20]=3[C:19]3[C:14](=[CH:15][CH:16]=[CH:17][CH:18]=3)[C:13]2=[O:37])=[CH:8][CH:7]=1)([O-:5])=[O:4].[CH3:38]I.O. (4) Given the product [S:14]1[C:10]([CH2:8][C:3]2[CH:4]=[CH:5][CH:6]=[CH:7][C:2]=2[NH2:1])=[CH:11][C:12]2[CH:18]=[CH:17][CH:16]=[CH:15][C:13]1=2, predict the reactants needed to synthesize it. The reactants are: [NH2:1][C:2]1[CH:7]=[CH:6][CH:5]=[CH:4][C:3]=1[C:8]([C:10]1[S:14][C:13]2[CH:15]=[CH:16][CH:17]=[CH:18][C:12]=2[CH:11]=1)=O. (5) Given the product [NH:1]1[C:9]2[C:4](=[CH:5][CH:6]=[CH:7][N:8]=2)[C:3]([CH:14]([C:3]2[C:4]3[C:9](=[N:8][CH:7]=[CH:6][CH:5]=3)[NH:1][CH:2]=2)[CH2:15][CH2:16][CH2:12][OH:11])=[CH:2]1, predict the reactants needed to synthesize it. The reactants are: [NH:1]1[C:9]2[C:4](=[CH:5][CH:6]=[CH:7][N:8]=2)[CH:3]=[CH:2]1.C[O:11][CH:12]1[CH2:16][CH2:15][CH2:14]O1. (6) Given the product [CH3:16][O:15][C:13]1[CH:12]=[C:9]([CH:8]=[C:7]([O:6][Si:23]([CH:30]([CH3:32])[CH3:31])([CH:27]([CH3:29])[CH3:28])[CH:24]([CH3:26])[CH3:25])[CH:14]=1)[CH:10]=[O:11], predict the reactants needed to synthesize it. The reactants are: CN(C=O)C.[OH:6][C:7]1[CH:8]=[C:9]([CH:12]=[C:13]([O:15][CH3:16])[CH:14]=1)[CH:10]=[O:11].N1C=CN=C1.Cl[Si:23]([CH:30]([CH3:32])[CH3:31])([CH:27]([CH3:29])[CH3:28])[CH:24]([CH3:26])[CH3:25]. (7) Given the product [F:18][C:15]1[CH:16]=[CH:17][C:2]2[NH:1][C:8](=[O:9])[C@@H:7]([CH3:13])[NH:6][C:4](=[O:5])[C:3]=2[CH:14]=1, predict the reactants needed to synthesize it. The reactants are: [NH2:1][C:2]1[CH:17]=[CH:16][C:15]([F:18])=[CH:14][C:3]=1[C:4]([NH:6][C@H:7]([CH3:13])[C:8](OCC)=[O:9])=[O:5]. (8) Given the product [NH2:8][C:9]1[N:14]=[C:13]([C:15]2[N:16]=[C:17]([NH:24][C:32]3[CH:33]=[CH:34][C:35]([N:38]4[CH2:43][CH2:42][N:41]([CH:44]5[CH2:47][O:46][CH2:45]5)[CH2:40][CH2:39]4)=[CH:36][CH:37]=3)[C:18]3[N:19]([CH:21]=[CH:22][N:23]=3)[CH:20]=2)[CH:12]=[N:11][CH:10]=1, predict the reactants needed to synthesize it. The reactants are: C(OC([N:8](C(OC(C)(C)C)=O)[C:9]1[N:14]=[C:13]([C:15]2[N:16]=[C:17]([N:24]([C:32]3[CH:37]=[CH:36][C:35]([N:38]4[CH2:43][CH2:42][N:41]([CH:44]5[CH2:47][O:46][CH2:45]5)[CH2:40][CH2:39]4)=[CH:34][CH:33]=3)C(=O)OC(C)(C)C)[C:18]3[N:19]([CH:21]=[CH:22][N:23]=3)[CH:20]=2)[CH:12]=[N:11][CH:10]=1)=O)(C)(C)C.C(O)(C(F)(F)F)=O.C(=O)(O)[O-].[Na+]. (9) Given the product [CH2:1]([O:8][C:9]1[CH:14]=[CH:13][C:12]([C:15]2[C:16](=[O:17])[O:18][CH2:19][C:20]=2[C:21]2[CH:26]=[CH:25][N:24]=[CH:23][CH:22]=2)=[CH:11][CH:10]=1)[C:2]1[CH:7]=[CH:6][CH:5]=[CH:4][CH:3]=1, predict the reactants needed to synthesize it. The reactants are: [CH2:1]([O:8][C:9]1[CH:14]=[CH:13][C:12]([CH2:15][C:16]([O:18][CH2:19][C:20](=O)[C:21]2[CH:26]=[CH:25][N:24]=[CH:23][CH:22]=2)=[O:17])=[CH:11][CH:10]=1)[C:2]1[CH:7]=[CH:6][CH:5]=[CH:4][CH:3]=1.C(N(CC)CC)C. (10) The reactants are: C1C2C(COC([N:18]3[CH2:23][CH2:22][CH:21]([C:24]4[N:25]=[C:26]([C:29]5[CH:34]=[C:33]([C:35]([CH3:38])([CH3:37])[CH3:36])[C:32]([O:39][CH3:40])=[C:31]([C:41]([CH3:44])([CH3:43])[CH3:42])[CH:30]=5)[S:27][CH:28]=4)[CH2:20][CH2:19]3)=O)C3C(=CC=CC=3)C=2C=CC=1.C(N)CC. Given the product [C:35]([C:33]1[CH:34]=[C:29]([C:26]2[S:27][CH:28]=[C:24]([CH:21]3[CH2:22][CH2:23][NH:18][CH2:19][CH2:20]3)[N:25]=2)[CH:30]=[C:31]([C:41]([CH3:44])([CH3:43])[CH3:42])[C:32]=1[O:39][CH3:40])([CH3:36])([CH3:37])[CH3:38], predict the reactants needed to synthesize it.